This data is from Peptide-MHC class I binding affinity with 185,985 pairs from IEDB/IMGT. The task is: Regression. Given a peptide amino acid sequence and an MHC pseudo amino acid sequence, predict their binding affinity value. This is MHC class I binding data. (1) The binding affinity (normalized) is 0.298. The peptide sequence is YEPEDLGNCL. The MHC is HLA-B40:01 with pseudo-sequence HLA-B40:01. (2) The peptide sequence is ACPLPHRL. The MHC is H-2-Db with pseudo-sequence H-2-Db. The binding affinity (normalized) is 0. (3) The peptide sequence is STNTLPTEY. The MHC is HLA-A80:01 with pseudo-sequence HLA-A80:01. The binding affinity (normalized) is 0.0847. (4) The peptide sequence is GRQEKNPAL. The MHC is HLA-B46:01 with pseudo-sequence HLA-B46:01. The binding affinity (normalized) is 0.0847.